Task: Predict the reactants needed to synthesize the given product.. Dataset: Full USPTO retrosynthesis dataset with 1.9M reactions from patents (1976-2016) (1) Given the product [Cl:31][C:21]1[C:3]2[S:4][C:5]3[N:6]=[C:7]([N:14]4[CH2:15][CH2:16][CH:17]([OH:20])[CH2:18][CH2:19]4)[CH:8]=[C:9]([CH2:11][CH2:12][CH3:13])[C:10]=3[C:2]=2[N:1]=[N:23][N:22]=1, predict the reactants needed to synthesize it. The reactants are: [NH2:1][C:2]1[C:10]2[C:5](=[N:6][C:7]([N:14]3[CH2:19][CH2:18][CH:17]([OH:20])[CH2:16][CH2:15]3)=[CH:8][C:9]=2[CH2:11][CH2:12][CH3:13])[S:4][C:3]=1[C:21]#[N:22].[N:23](OCCC(C)C)=O.[ClH:31]. (2) Given the product [CH3:1][O:2][C:3]1[C:4]([O:26][CH2:27][CH2:28][CH2:29][O:30][CH3:31])=[CH:5][C:6]2[CH2:15][CH:14]([CH2:16][O:17][CH3:18])[N:13]3[C:8](=[CH:9][C:10](=[O:24])[C:11]([C:19]([O:21][CH2:22][CH3:23])=[O:20])=[CH:12]3)[C:7]=2[CH:25]=1, predict the reactants needed to synthesize it. The reactants are: [CH3:1][O:2][C:3]1[C:4]([O:26][CH2:27][CH2:28][CH2:29][O:30][CH3:31])=[CH:5][C:6]2[CH2:15][CH:14]([CH2:16][O:17][CH3:18])[N:13]3[CH:8]([CH2:9][C:10](=[O:24])[C:11]([C:19]([O:21][CH2:22][CH3:23])=[O:20])=[CH:12]3)[C:7]=2[CH:25]=1.C1(Cl)C(=O)C(Cl)=C(Cl)C(=O)C=1Cl. (3) Given the product [C:14]1([P:7](=[O:21])([C:1]2[CH:2]=[CH:3][CH:4]=[CH:5][CH:6]=2)[C:8]2[CH:13]=[CH:12][CH:11]=[CH:10][CH:9]=2)[CH:15]=[CH:16][CH:17]=[CH:18][CH:19]=1, predict the reactants needed to synthesize it. The reactants are: [C:1]1([P:7]([C:14]2[CH:19]=[CH:18][CH:17]=[CH:16][CH:15]=2)[C:8]2[CH:13]=[CH:12][CH:11]=[CH:10][CH:9]=2)[CH:6]=[CH:5][CH:4]=[CH:3][CH:2]=1.Cl.[O:21]1CCOCC1. (4) Given the product [CH2:31]([N:35]([CH3:36])[CH2:6][CH2:7][C:8]1[O:9][C:10]2[CH:16]=[CH:15][C:14]([C:17]3[CH:22]=[CH:21][C:20]([C:23]([N:25]4[CH2:30][CH2:29][O:28][CH2:27][CH2:26]4)=[O:24])=[CH:19][N:18]=3)=[CH:13][C:11]=2[CH:12]=1)[CH:32]([CH3:34])[CH3:33], predict the reactants needed to synthesize it. The reactants are: CS(O[CH2:6][CH2:7][C:8]1[O:9][C:10]2[CH:16]=[CH:15][C:14]([C:17]3[CH:22]=[CH:21][C:20]([C:23]([N:25]4[CH2:30][CH2:29][O:28][CH2:27][CH2:26]4)=[O:24])=[CH:19][N:18]=3)=[CH:13][C:11]=2[CH:12]=1)(=O)=O.[CH2:31]([NH:35][CH3:36])[CH:32]([CH3:34])[CH3:33]. (5) Given the product [OH:18][CH:16]([C:12]1[CH:13]=[CH:14][CH:15]=[C:10]([CH2:9][O:8][CH2:7][O:6][CH3:5])[CH:11]=1)[CH:17]1[CH2:19][CH:20]1[C:21]#[N:22], predict the reactants needed to synthesize it. The reactants are: C[Al](C)C.[CH3:5][O:6][CH2:7][O:8][CH2:9][C:10]1[CH:11]=[C:12]([CH:16]2[O:18][CH:17]2[CH2:19][CH2:20][C:21]#[N:22])[CH:13]=[CH:14][CH:15]=1.C[Si](C)(C)N[Si](C)(C)C.[Li].[Cl-].[NH4+]. (6) Given the product [F:1][C:2]1[CH:3]=[CH:4][C:5]([C:8]2[CH:12]=[C:11]([CH2:13][N:14]3[C:22]4[C:21]([CH3:23])=[C:20]([CH3:24])[N:19]=[C:18]([NH2:25])[C:17]=4[N:16]=[C:15]3[CH3:44])[O:10][N:9]=2)=[CH:6][CH:7]=1, predict the reactants needed to synthesize it. The reactants are: [F:1][C:2]1[CH:7]=[CH:6][C:5]([C:8]2[CH:12]=[C:11]([CH2:13][N:14]3[C:22]4[C:21]([CH3:23])=[C:20]([CH3:24])[N:19]=[C:18]([N:25](CC5C=CC(OC)=CC=5)CC5C=CC(OC)=CC=5)[C:17]=4[N:16]=[C:15]3[CH3:44])[O:10][N:9]=2)=[CH:4][CH:3]=1. (7) Given the product [CH2:1]([N:8]1[CH2:14][C@@H:13]2[C@H:9]1[CH2:10][CH2:11][N:12]2[C:16]1[CH:17]=[N:18][CH:19]=[CH:20][CH:21]=1)[C:2]1[CH:3]=[CH:4][CH:5]=[CH:6][CH:7]=1, predict the reactants needed to synthesize it. The reactants are: [CH2:1]([N:8]1[CH2:14][C@@H:13]2[C@H:9]1[CH2:10][CH2:11][NH:12]2)[C:2]1[CH:7]=[CH:6][CH:5]=[CH:4][CH:3]=1.Br[C:16]1[CH:17]=[N:18][CH:19]=[CH:20][CH:21]=1.CC(C)([O-])C.[Na+]. (8) Given the product [Br:16][CH2:1][C:2]1[C:11]2[C:6](=[CH:7][C:8]([O:14][CH3:15])=[C:9]([O:12][CH3:13])[CH:10]=2)[N:5]=[CH:4][N:3]=1, predict the reactants needed to synthesize it. The reactants are: [CH3:1][C:2]1[C:11]2[C:6](=[CH:7][C:8]([O:14][CH3:15])=[C:9]([O:12][CH3:13])[CH:10]=2)[N:5]=[CH:4][N:3]=1.[Br:16]N1C(=O)CCC1=O.C(OOC(=O)C1C=CC=CC=1)(=O)C1C=CC=CC=1.